This data is from TCR-epitope binding with 47,182 pairs between 192 epitopes and 23,139 TCRs. The task is: Binary Classification. Given a T-cell receptor sequence (or CDR3 region) and an epitope sequence, predict whether binding occurs between them. The epitope is IQYIDIGNY. The TCR CDR3 sequence is CASSARSTEAFF. Result: 0 (the TCR does not bind to the epitope).